From a dataset of Reaction yield outcomes from USPTO patents with 853,638 reactions. Predict the reaction yield, written as a fraction of the theoretical maximum amount of product (1.0 means a 100% yield; for example, 0.34 means a 34% yield). (1) The reactants are [OH:1][C:2]1[CH:11]=[CH:10][C:9]2[N:8]=[C:7]([NH:12][CH2:13][CH2:14][CH3:15])[C:6]([C:16]3[CH:21]=[CH:20][CH:19]=[CH:18][CH:17]=3)=[N:5][C:4]=2[C:3]=1C(O)=O.Cl.[CH2:26]([NH:28][CH2:29][C:30]([OH:32])=[O:31])C.C(N([CH2:38][CH3:39])CC)C.C1CN([P+]([O:56]N2N=NC3C=CC=CC2=3)(N2CCCC2)N2CCCC2)CC1.F[P-](F)(F)(F)(F)F. The catalyst is CN(C)C=O. The product is [OH:1][C:2]1[C:3]([C:26]([NH:28][CH2:29][C:30]([O:32][CH2:38][CH3:39])=[O:31])=[O:56])=[C:4]2[C:9](=[CH:10][CH:11]=1)[N:8]=[C:7]([NH:12][CH2:13][CH2:14][CH3:15])[C:6]([C:16]1[CH:17]=[CH:18][CH:19]=[CH:20][CH:21]=1)=[N:5]2. The yield is 0.623. (2) The reactants are [F:1][C:2]1[CH:3]=[C:4]2[C:9](=[CH:10][CH:11]=1)[CH:8]([C:12]1[CH:17]=[CH:16][C:15]([C:18]([F:21])([F:20])[F:19])=[CH:14][CH:13]=1)[NH:7][CH2:6][CH2:5]2.C(N(C(C)C)CC)(C)C.[F:31][C:32]1[CH:37]=[CH:36][C:35]([N:38]=[C:39]=[O:40])=[CH:34][CH:33]=1. The catalyst is ClCCl. The product is [F:1][C:2]1[CH:3]=[C:4]2[C:9](=[CH:10][CH:11]=1)[CH:8]([C:12]1[CH:17]=[CH:16][C:15]([C:18]([F:19])([F:21])[F:20])=[CH:14][CH:13]=1)[N:7]([C:39]([NH:38][C:35]1[CH:36]=[CH:37][C:32]([F:31])=[CH:33][CH:34]=1)=[O:40])[CH2:6][CH2:5]2. The yield is 0.800. (3) The reactants are [CH3:1][O:2][C:3]1[CH:4]=[C:5]([C:19]2[CH:20]=[C:21]3[C:27]([C:28]4[CH:33]=[CH:32][CH:31]=[CH:30][C:29]=4[O:34][CH3:35])=[CH:26][NH:25][C:22]3=[N:23][CH:24]=2)[CH:6]=[CH:7][C:8]=1[O:9]CC1C=CC(OC)=CC=1.C1(S)C=CC=CC=1.FC(F)(F)C(O)=O.C(=O)(O)[O-].[Na+]. The catalyst is C(OCC)(=O)C.C(Cl)Cl. The product is [CH3:1][O:2][C:3]1[CH:4]=[C:5]([C:19]2[CH:20]=[C:21]3[C:27]([C:28]4[CH:33]=[CH:32][CH:31]=[CH:30][C:29]=4[O:34][CH3:35])=[CH:26][NH:25][C:22]3=[N:23][CH:24]=2)[CH:6]=[CH:7][C:8]=1[OH:9]. The yield is 0.860. (4) The reactants are [Cl:1][C:2]1[C:3]2[CH:10]=[CH:9][NH:8][C:4]=2[N:5]=[CH:6][N:7]=1.[Br:11]N1C(=O)CCC1=O. The catalyst is C(Cl)(Cl)Cl. The product is [Br:11][C:10]1[C:3]2[C:2]([Cl:1])=[N:7][CH:6]=[N:5][C:4]=2[NH:8][CH:9]=1. The yield is 0.840. (5) The reactants are Cl[C:2]1[C:11]2[CH:12]=[CH:13][S:14][C:10]=2[C:9]2[CH:8]=[CH:7][C:6]([C:15]([O-:17])=[O:16])=[CH:5][C:4]=2[N:3]=1.[NH2:18][CH2:19][C:20]1[CH:21]=[N:22][CH:23]=[CH:24][CH:25]=1. The catalyst is CN1C(=O)CCC1.CO. The product is [N:22]1[CH:23]=[CH:24][CH:25]=[C:20]([CH2:19][NH:18][C:2]2[C:11]3[CH:12]=[CH:13][S:14][C:10]=3[C:9]3[CH:8]=[CH:7][C:6]([C:15]([OH:17])=[O:16])=[CH:5][C:4]=3[N:3]=2)[CH:21]=1. The yield is 0.620. (6) The reactants are [CH3:1][S:2]([C:5]1[CH:6]=[C:7]([C:11]2[N:16]3[N:17]=[C:18]([NH2:20])[N:19]=[C:15]3[CH:14]=[CH:13][CH:12]=2)[CH:8]=[CH:9][CH:10]=1)(=[O:4])=[O:3].Br[C:22]1[CH:27]=[CH:26][CH:25]=[C:24]([O:28][CH3:29])[CH:23]=1. No catalyst specified. The product is [CH3:1][S:2]([C:5]1[CH:6]=[C:7]([C:11]2[N:16]3[N:17]=[C:18]([NH:20][C:22]4[CH:27]=[CH:26][CH:25]=[C:24]([O:28][CH3:29])[CH:23]=4)[N:19]=[C:15]3[CH:14]=[CH:13][CH:12]=2)[CH:8]=[CH:9][CH:10]=1)(=[O:3])=[O:4]. The yield is 0.750. (7) The reactants are [NH2:1][C@H:2]1[C:11]2[C:6](=[CH:7][CH:8]=[C:9]([F:12])[CH:10]=2)[N:5]([C:13](=[O:15])[CH3:14])[C@@H:4]([CH:16]2[CH2:18][CH2:17]2)[C@@H:3]1[CH3:19].Br[C:21]1[CH:28]=[CH:27][C:24]([C:25]#[N:26])=[CH:23][CH:22]=1.CC(C)([O-])C.[Na+].CN(C1C(C2C(P(C3CCCCC3)C3CCCCC3)=CC=CC=2)=CC=CC=1)C. The catalyst is O1CCOCC1.C1C=CC(/C=C/C(/C=C/C2C=CC=CC=2)=O)=CC=1.C1C=CC(/C=C/C(/C=C/C2C=CC=CC=2)=O)=CC=1.C1C=CC(/C=C/C(/C=C/C2C=CC=CC=2)=O)=CC=1.[Pd].[Pd]. The product is [C:13]([N:5]1[C:6]2[C:11](=[CH:10][C:9]([F:12])=[CH:8][CH:7]=2)[C@H:2]([NH:1][C:21]2[CH:28]=[CH:27][C:24]([C:25]#[N:26])=[CH:23][CH:22]=2)[C@@H:3]([CH3:19])[C@@H:4]1[CH:16]1[CH2:18][CH2:17]1)(=[O:15])[CH3:14]. The yield is 0.216.